This data is from Peptide-MHC class I binding affinity with 185,985 pairs from IEDB/IMGT. The task is: Regression. Given a peptide amino acid sequence and an MHC pseudo amino acid sequence, predict their binding affinity value. This is MHC class I binding data. (1) The peptide sequence is GLDFSEVSNV. The MHC is HLA-A02:01 with pseudo-sequence HLA-A02:01. The binding affinity (normalized) is 0.362. (2) The peptide sequence is KLPQLCTEL. The MHC is HLA-A02:07 with pseudo-sequence HLA-A02:07. The binding affinity (normalized) is 0.271. (3) The peptide sequence is IVLYNGVNYL. The MHC is HLA-A02:01 with pseudo-sequence HLA-A02:01. The binding affinity (normalized) is 0.499. (4) The peptide sequence is FRDLLFKLL. The MHC is H-2-Db with pseudo-sequence H-2-Db. The binding affinity (normalized) is 0. (5) The peptide sequence is KYTQLCQYL. The MHC is HLA-A29:02 with pseudo-sequence HLA-A29:02. The binding affinity (normalized) is 1.00. (6) The peptide sequence is RTSKASLER. The MHC is HLA-A30:02 with pseudo-sequence HLA-A30:02. The binding affinity (normalized) is 0.118. (7) The peptide sequence is EIPDVLNSL. The MHC is HLA-B51:01 with pseudo-sequence HLA-B51:01. The binding affinity (normalized) is 0.0847. (8) The peptide sequence is LEQEQMISCKF. The MHC is Mamu-A11 with pseudo-sequence Mamu-A11. The binding affinity (normalized) is 0.0230. (9) The peptide sequence is FPFCLAFSY. The MHC is HLA-B35:01 with pseudo-sequence HLA-B35:01. The binding affinity (normalized) is 0.827.